Task: Regression/Classification. Given a drug SMILES string, predict its absorption, distribution, metabolism, or excretion properties. Task type varies by dataset: regression for continuous measurements (e.g., permeability, clearance, half-life) or binary classification for categorical outcomes (e.g., BBB penetration, CYP inhibition). Dataset: cyp2c19_veith.. Dataset: CYP2C19 inhibition data for predicting drug metabolism from PubChem BioAssay The drug is O/N=C/c1cc(Br)ccc1OCc1cccc(F)c1. The result is 1 (inhibitor).